Dataset: Catalyst prediction with 721,799 reactions and 888 catalyst types from USPTO. Task: Predict which catalyst facilitates the given reaction. (1) Reactant: [N+:1]([C:4]1[CH:9]=[CH:8][C:7]([C:10](=O)[CH2:11][NH:12][C:13](=O)[CH2:14][CH2:15][NH:16][C:17](=[O:23])[O:18][C:19]([CH3:22])([CH3:21])[CH3:20])=[CH:6][CH:5]=1)([O-:3])=[O:2].COC1C=CC(P2(SP(C3C=CC(OC)=CC=3)(=S)S2)=[S:35])=CC=1. The catalyst class is: 336. Product: [N+:1]([C:4]1[CH:9]=[CH:8][C:7]([C:10]2[S:35][C:13]([CH2:14][CH2:15][NH:16][C:17](=[O:23])[O:18][C:19]([CH3:22])([CH3:21])[CH3:20])=[N:12][CH:11]=2)=[CH:6][CH:5]=1)([O-:3])=[O:2]. (2) Reactant: [F:1][C:2]([F:34])([F:33])[C:3]1[CH:4]=[C:5]([NH:9][C:10]([N:12]2[CH2:18][CH2:17][CH2:16][CH2:15][C:14]3[CH:19]=[C:20]([O:23][C:24]4[CH:29]=[C:28]([N:30]=[N+]=[N-])[N:27]=[CH:26][N:25]=4)[CH:21]=[CH:22][C:13]2=3)=[O:11])[CH:6]=[CH:7][CH:8]=1. Product: [F:33][C:2]([F:1])([F:34])[C:3]1[CH:4]=[C:5]([NH:9][C:10]([N:12]2[CH2:18][CH2:17][CH2:16][CH2:15][C:14]3[CH:19]=[C:20]([O:23][C:24]4[CH:29]=[C:28]([NH2:30])[N:27]=[CH:26][N:25]=4)[CH:21]=[CH:22][C:13]2=3)=[O:11])[CH:6]=[CH:7][CH:8]=1. The catalyst class is: 123. (3) Reactant: [OH:1][C:2]1[C:7]([C:8]([OH:10])=O)=[CH:6][N:5]=[C:4]([N:11]2[CH:15]=[CH:14][CH:13]=[N:12]2)[N:3]=1.CCN(CC)CC.CN(C(ON1N=NC2C=CC=NC1=2)=[N+](C)C)C.F[P-](F)(F)(F)(F)F.[NH2:47][C@@H:48]([C:61]1[CH:66]=[CH:65][CH:64]=[CH:63][CH:62]=1)[C:49]1[CH:50]=[C:51]([P:55]([CH3:60])(=[O:59])[O:56][CH2:57][CH3:58])[CH:52]=[CH:53][CH:54]=1. Product: [OH:1][C:2]1[C:7]([C:8]([NH:47][C@@H:48]([C:61]2[CH:62]=[CH:63][CH:64]=[CH:65][CH:66]=2)[C:49]2[CH:50]=[C:51]([P:55]([CH3:60])(=[O:59])[O:56][CH2:57][CH3:58])[CH:52]=[CH:53][CH:54]=2)=[O:10])=[CH:6][N:5]=[C:4]([N:11]2[CH:15]=[CH:14][CH:13]=[N:12]2)[N:3]=1. The catalyst class is: 23. (4) Reactant: [Cl:1][C:2]1[CH:10]=[CH:9][C:8]([C:11]2[CH:12]=[CH:13][C:14]3[O:18][C:17]([C:19]4[CH:24]=[CH:23][C:22]([F:25])=[CH:21][CH:20]=4)=[C:16]([C:26](=[O:29])[NH:27][CH3:28])[C:15]=3[CH:30]=2)=[CH:7][C:3]=1[C:4](O)=[O:5].[C:31]([NH2:40])([C:34]1[CH:39]=[CH:38][CH:37]=[CH:36][CH:35]=1)([CH3:33])[CH3:32].C(N(CC)C(C)C)(C)C.CN(C(ON1N=NC2C=CC=NC1=2)=[N+](C)C)C.F[P-](F)(F)(F)(F)F. Product: [Cl:1][C:2]1[CH:10]=[CH:9][C:8]([C:11]2[CH:12]=[CH:13][C:14]3[O:18][C:17]([C:19]4[CH:20]=[CH:21][C:22]([F:25])=[CH:23][CH:24]=4)=[C:16]([C:26]([NH:27][CH3:28])=[O:29])[C:15]=3[CH:30]=2)=[CH:7][C:3]=1[C:4](=[O:5])[NH:40][C:31]([C:34]1[CH:39]=[CH:38][CH:37]=[CH:36][CH:35]=1)([CH3:33])[CH3:32]. The catalyst class is: 3. (5) Reactant: [H][H].[Cl:3][C:4]1[CH:9]=[CH:8][C:7]([S:10]([NH:13][CH:14]([CH2:20][C:21]([CH3:23])=[CH2:22])[C:15]([O:17][CH2:18][CH3:19])=[O:16])(=[O:12])=[O:11])=[CH:6][CH:5]=1.N1C=CC=CC=1.[FH:30]. Product: [Cl:3][C:4]1[CH:5]=[CH:6][C:7]([S:10]([NH:13][CH:14]([CH2:20][C:21]([F:30])([CH3:23])[CH3:22])[C:15]([O:17][CH2:18][CH3:19])=[O:16])(=[O:12])=[O:11])=[CH:8][CH:9]=1.[Cl:3][C:4]1[CH:9]=[CH:8][C:7]([S:10]([NH:13][CH:14]2[CH2:20][C:21]([CH3:23])([CH3:22])[O:16][C:15]2=[O:17])(=[O:12])=[O:11])=[CH:6][CH:5]=1. The catalyst class is: 1.